Dataset: Reaction yield outcomes from USPTO patents with 853,638 reactions. Task: Predict the reaction yield, written as a fraction of the theoretical maximum amount of product (1.0 means a 100% yield; for example, 0.34 means a 34% yield). (1) The reactants are [Si:1]([O:8][C@H:9]1[CH2:13][CH2:12][NH:11][C:10]1=[O:14])([C:4]([CH3:7])([CH3:6])[CH3:5])([CH3:3])[CH3:2].[H-].[Na+].Br[CH2:18][C:19]1[CH:24]=[CH:23][C:22]([CH3:25])=[CH:21][CH:20]=1. The catalyst is C1COCC1. The product is [Si:1]([O:8][C@H:9]1[CH2:13][CH2:12][N:11]([CH2:18][C:19]2[CH:24]=[CH:23][C:22]([CH3:25])=[CH:21][CH:20]=2)[C:10]1=[O:14])([C:4]([CH3:7])([CH3:6])[CH3:5])([CH3:3])[CH3:2]. The yield is 0.880. (2) The reactants are C([O:5][C:6]([CH2:8][C:9]1[N:13]2[CH:14]=[C:15]([CH3:18])[CH:16]=[CH:17][C:12]2=[N:11][C:10]=1[C:19]1[CH:28]=[CH:27][C:22](C(OC)=O)=[CH:21][CH:20]=1)=[O:7])(C)(C)C.F[C:30](F)(F)[C:31]([OH:33])=[O:32]. The catalyst is ClCCl. The product is [C:31]([CH2:30][C:22]1[CH:21]=[CH:20][C:19]([C:10]2[N:11]=[C:12]3[CH:17]=[CH:16][C:15]([CH3:18])=[CH:14][N:13]3[C:9]=2[CH2:8][C:6]([OH:5])=[O:7])=[CH:28][CH:27]=1)([OH:33])=[O:32]. The yield is 0.620.